From a dataset of Forward reaction prediction with 1.9M reactions from USPTO patents (1976-2016). Predict the product of the given reaction. Given the reactants [CH:1]1([N:4]([CH2:26][C:27]2[CH:32]=[C:31]([CH2:33][CH2:34][CH2:35][O:36][CH3:37])[CH:30]=[C:29]([O:38][CH2:39][CH2:40][O:41][CH3:42])[CH:28]=2)[C:5]([C@@H:7]2[C@@:12]([OH:18])([C:13]3[S:14][CH:15]=[CH:16][CH:17]=3)[CH2:11][CH2:10][N:9](C(OC(C)(C)C)=O)[CH2:8]2)=[O:6])[CH2:3][CH2:2]1.Cl, predict the reaction product. The product is: [CH:1]1([N:4]([CH2:26][C:27]2[CH:32]=[C:31]([CH2:33][CH2:34][CH2:35][O:36][CH3:37])[CH:30]=[C:29]([O:38][CH2:39][CH2:40][O:41][CH3:42])[CH:28]=2)[C:5]([CH:7]2[C:12]([OH:18])([C:13]3[S:14][CH:15]=[CH:16][CH:17]=3)[CH2:11][CH2:10][NH:9][CH2:8]2)=[O:6])[CH2:3][CH2:2]1.